The task is: Predict the reaction yield, written as a fraction of the theoretical maximum amount of product (1.0 means a 100% yield; for example, 0.34 means a 34% yield).. This data is from Reaction yield outcomes from USPTO patents with 853,638 reactions. The reactants are [OH:1][C:2]1([CH3:20])[CH2:7][CH2:6][CH:5]([NH:8][C:9]2[C:10]([CH3:19])=[C:11]([CH:16]=[CH:17][CH:18]=2)[C:12]([O:14][CH3:15])=[O:13])[CH2:4][CH2:3]1.[CH:21](=O)[CH3:22].C(O)(=O)C.C(O[BH-](OC(=O)C)OC(=O)C)(=O)C.[Na+].C([O-])(O)=O.[Na+]. The catalyst is ClC(Cl)C. The product is [CH2:21]([N:8]([CH:5]1[CH2:6][CH2:7][C:2]([OH:1])([CH3:20])[CH2:3][CH2:4]1)[C:9]1[C:10]([CH3:19])=[C:11]([CH:16]=[CH:17][CH:18]=1)[C:12]([O:14][CH3:15])=[O:13])[CH3:22]. The yield is 0.940.